Predict the reactants needed to synthesize the given product. From a dataset of Full USPTO retrosynthesis dataset with 1.9M reactions from patents (1976-2016). (1) Given the product [NH2:69][C:73]([C:2]1[CH:3]=[C:4]([CH:9]=[C:10]([C:12]([N:14]([CH2:18][CH2:19][CH3:20])[CH2:15][CH2:16][CH3:17])=[O:13])[CH:11]=1)[C:5]([O:7][CH3:8])=[O:6])=[O:74], predict the reactants needed to synthesize it. The reactants are: Br[C:2]1[CH:3]=[C:4]([CH:9]=[C:10]([C:12]([N:14]([CH2:18][CH2:19][CH3:20])[CH2:15][CH2:16][CH3:17])=[O:13])[CH:11]=1)[C:5]([O:7][CH3:8])=[O:6].C1(P(C2C=CC=CC=2)CCCP(C2C=CC=CC=2)C2C=CC=CC=2)C=CC=CC=1.C[Si](C)(C)N[Si](C)(C)C.C(N(C(C)C)CC)(C)C.C[N:69]1[C:73](=[O:74])CCC1. (2) Given the product [N:25]([C:2]1[CH:15]=[C:14]2[C:5]([O:6][C:7]3[C:8]([F:24])=[CH:9][C:10]([O:22][CH3:23])=[CH:11][C:12]=3[C@@:13]32[CH2:20][CH2:19][S:18][C:17]([NH2:21])=[N:16]3)=[CH:4][CH:3]=1)=[N+:26]=[N-:27], predict the reactants needed to synthesize it. The reactants are: Br[C:2]1[CH:15]=[C:14]2[C:5]([O:6][C:7]3[C:8]([F:24])=[CH:9][C:10]([O:22][CH3:23])=[CH:11][C:12]=3[C@@:13]32[CH2:20][CH2:19][S:18][C:17]([NH2:21])=[N:16]3)=[CH:4][CH:3]=1.[N-:25]=[N+:26]=[N-:27].[Na+].CN[C@@H]1CCCC[C@H]1NC.N#N.